From a dataset of Full USPTO retrosynthesis dataset with 1.9M reactions from patents (1976-2016). Predict the reactants needed to synthesize the given product. (1) Given the product [C:3]([CH2:11][NH:12][CH2:13][C:14]1[CH:15]=[C:16]([C:20]2[CH:25]=[CH:24][C:23]([CH2:26][C@H:27]([NH:32][C:33]([CH3:43])=[CH:34][C:35](=[O:42])[C:36]3[CH:37]=[CH:38][CH:39]=[CH:40][CH:41]=3)[C:28]([OH:30])=[O:29])=[CH:22][CH:21]=2)[CH:17]=[CH:18][CH:19]=1)(=[O:10])[C:4]1[CH:5]=[CH:6][CH:7]=[CH:8][CH:9]=1, predict the reactants needed to synthesize it. The reactants are: [OH-].[Li+].[C:3]([CH2:11][NH:12][CH2:13][C:14]1[CH:15]=[C:16]([C:20]2[CH:25]=[CH:24][C:23]([CH2:26][C@H:27]([NH:32][C:33]([CH3:43])=[CH:34][C:35](=[O:42])[C:36]3[CH:41]=[CH:40][CH:39]=[CH:38][CH:37]=3)[C:28]([O:30]C)=[O:29])=[CH:22][CH:21]=2)[CH:17]=[CH:18][CH:19]=1)(=[O:10])[C:4]1[CH:9]=[CH:8][CH:7]=[CH:6][CH:5]=1.Cl. (2) The reactants are: [CH3:1][O:2][C:3](=[O:17])[C:4]1[CH:9]=[C:8]([S:10]([CH2:13][CH2:14][CH3:15])(=[O:12])=[O:11])[N:7]=[C:6](Cl)[CH:5]=1.C1(P(C2C=CC=CC=2)C2C=CC3C(=CC=CC=3)C=2C2C3C(=CC=CC=3)C=CC=2P(C2C=CC=CC=2)C2C=CC=CC=2)C=CC=CC=1.C(=O)([O-])[O-].[Cs+].[Cs+].[C@@H:70]([NH2:74])([CH2:72][CH3:73])[CH3:71]. Given the product [CH3:1][O:2][C:3](=[O:17])[C:4]1[CH:9]=[C:8]([S:10]([CH2:13][CH2:14][CH3:15])(=[O:12])=[O:11])[N:7]=[C:6]([NH:74][C@H:70]([CH2:72][CH3:73])[CH3:71])[CH:5]=1, predict the reactants needed to synthesize it. (3) Given the product [CH2:5]([O:7][C:8](=[O:41])[C:9]1[C:14]([NH:15][C:1](=[O:3])[CH3:2])=[CH:13][CH:12]=[C:11]([C:16]2[CH2:20][CH2:19][CH2:18][C:17]=2[C:21]2[CH:26]=[C:25]([C:27]([F:30])([F:29])[F:28])[CH:24]=[CH:23][C:22]=2[O:31][CH2:32][C:33]2[CH:38]=[CH:37][C:36]([F:39])=[CH:35][C:34]=2[F:40])[CH:10]=1)[CH3:6], predict the reactants needed to synthesize it. The reactants are: [C:1](Cl)(=[O:3])[CH3:2].[CH2:5]([O:7][C:8](=[O:41])[C:9]1[C:14]([NH2:15])=[CH:13][CH:12]=[C:11]([C:16]2[CH2:20][CH2:19][CH2:18][C:17]=2[C:21]2[CH:26]=[C:25]([C:27]([F:30])([F:29])[F:28])[CH:24]=[CH:23][C:22]=2[O:31][CH2:32][C:33]2[CH:38]=[CH:37][C:36]([F:39])=[CH:35][C:34]=2[F:40])[CH:10]=1)[CH3:6]. (4) Given the product [OH:1][C:2]1[CH:3]=[C:4]([CH:8]([CH3:14])[C:9]([O:11][CH2:12][CH3:13])=[O:10])[CH:5]=[CH:6][C:7]=1[N+:15]([O-:17])=[O:16], predict the reactants needed to synthesize it. The reactants are: [OH:1][C:2]1[CH:3]=[C:4]([CH:8]([CH3:14])[C:9]([O:11][CH2:12][CH3:13])=[O:10])[CH:5]=[CH:6][CH:7]=1.[N+:15]([O-])([OH:17])=[O:16].O. (5) Given the product [F:19][C:20]([F:31])([F:30])[C:21]1[CH:26]=[C:25]([C:2]2[C:11]3[C:6](=[CH:7][CH:8]=[CH:9][CH:10]=3)[CH:5]=[C:4]([NH:12][C:13]3[CH:17]=[C:16]([CH3:18])[NH:15][N:14]=3)[N:3]=2)[CH:24]=[CH:23][CH:22]=1, predict the reactants needed to synthesize it. The reactants are: Cl[C:2]1[C:11]2[C:6](=[CH:7][CH:8]=[CH:9][CH:10]=2)[CH:5]=[C:4]([NH:12][C:13]2[CH:17]=[C:16]([CH3:18])[NH:15][N:14]=2)[N:3]=1.[F:19][C:20]([F:31])([F:30])[C:21]1[CH:22]=[C:23](B(O)O)[CH:24]=[CH:25][CH:26]=1. (6) Given the product [C:1]([CH:3]1[C:6]2[CH:7]=[C:8]([NH:11][CH2:15][CH:14]([O:17][CH3:18])[O:13][CH3:12])[CH:9]=[CH:10][C:5]=2[CH2:4]1)#[N:2], predict the reactants needed to synthesize it. The reactants are: [C:1]([CH:3]1[C:6]2[CH:7]=[C:8]([NH2:11])[CH:9]=[CH:10][C:5]=2[CH2:4]1)#[N:2].[CH3:12][O:13][CH:14]([O:17][CH3:18])[CH:15]=O.C(O[BH-](OC(=O)C)OC(=O)C)(=O)C.[Na+].C(=O)([O-])O.[Na+]. (7) Given the product [OH:23][C@@H:21]([CH3:22])[CH2:20][O:1][N:2]1[C:3](=[O:12])[C:4]2[C:5](=[CH:8][CH:9]=[CH:10][CH:11]=2)[C:6]1=[O:7], predict the reactants needed to synthesize it. The reactants are: [OH:1][N:2]1[C:6](=[O:7])[C:5]2=[CH:8][CH:9]=[CH:10][CH:11]=[C:4]2[C:3]1=[O:12].C1(C)C=CC=CC=1.[CH2:20]1[O:23][C@H:21]1[CH3:22].C1CCCCC1. (8) Given the product [NH2:1][C:2]1[CH:17]=[CH:16][CH:15]=[C:14]([OH:18])[C:3]=1[C:4]([NH:6][CH2:7][C:8]1[CH:13]=[CH:12][CH:11]=[CH:10][CH:9]=1)=[O:5], predict the reactants needed to synthesize it. The reactants are: [NH2:1][C:2]1[CH:17]=[CH:16][CH:15]=[C:14]([O:18]C)[C:3]=1[C:4]([NH:6][CH2:7][C:8]1[CH:13]=[CH:12][CH:11]=[CH:10][CH:9]=1)=[O:5].C(S)CCCCCCCCCCC.C[O-].[Na+]. (9) Given the product [Cl:21][C:22]1[CH:30]=[CH:29][CH:28]=[CH:27][C:23]=1[C:24]([NH:13][S:10]([C:6]1[CH:7]=[CH:8][CH:9]=[C:4]([N+:1]([O-:3])=[O:2])[CH:5]=1)(=[O:11])=[O:12])=[O:25], predict the reactants needed to synthesize it. The reactants are: [N+:1]([C:4]1[CH:5]=[C:6]([S:10]([NH2:13])(=[O:12])=[O:11])[CH:7]=[CH:8][CH:9]=1)([O-:3])=[O:2].C(N(CC)CC)C.[Cl:21][C:22]1[CH:30]=[CH:29][CH:28]=[CH:27][C:23]=1[C:24](Cl)=[O:25].